Dataset: Experimentally validated miRNA-target interactions with 360,000+ pairs, plus equal number of negative samples. Task: Binary Classification. Given a miRNA mature sequence and a target amino acid sequence, predict their likelihood of interaction. (1) The miRNA is hsa-miR-10a-3p with sequence CAAAUUCGUAUCUAGGGGAAUA. The protein sequence of the target gene is MKPPAAQGSPAAAAAAAPALDSAAAEDLSDALCEFDAVLADFASPFHERHFHYEEHLERMKRRSSASVSDSSGFSDSESADSLYRNSFSFSDEKLNSPTDSTPALLSATVTPQKAKLGDTKELEAFIADLDKTLASM. Result: 0 (no interaction). (2) The miRNA is gga-miR-221-3p with sequence AGCUACAUUGUCUGCUGGGUUUC. The protein sequence of the target gene is MTSRLRALGGRINNIRTSELPKEKTRSEVICSIHFLDGVVQTFKVTKQDTGQVLLDMVHNHLGVTEKEYFGLQHDDDSVDSPRWLEASKAIRKQLKGGFPCTLHFRVRFFIPDPNTLQQEQTRHLYFLQLKMDICEGRLTCPLNSAVVLASYAVQSHFGDYNSSIHHPGYLSDSHFIPDQNEDFLTKVESLHEQHSGLKQSEAESCYINIARTLDFYGVELHSGRDLHNLDLMIGIASAGVAVYRKYICTSFYPWVNILKISFKRKKFFIHQRQKQAESREHIVAFNMLNYRSCKNLWKS.... Result: 0 (no interaction). (3) The miRNA is hsa-miR-4540 with sequence UUAGUCCUGCCUGUAGGUUUA. The protein sequence of the target gene is MAPASASGEDLRKLPTMAEVNGEQDFIDLTRETRPRTKDRSGLYVIDLTRAEGENRPIATLDLTLEPVTPSQKEPTSLQTCASLSGKAVMEGHVDRSSQPTARRIINSDPVDLDLVEENTFVGPPPATSISGGSVYPTEPNCSSATFTGNLSFLASLQLSSDVSSLSPTSNNSRSSSSSSNQKAPLPCPQQDVSRPPQALPCPLRPLPCPPRASPCPPRASSCPPRALSCPSQTMQCQLPALTHPPQEVPCPRQNIPGPPQDSLGLPQDVPGLPQSILHPQDVAYLQDMPRSPGDVPQSP.... Result: 0 (no interaction). (4) The miRNA is hsa-miR-874-3p with sequence CUGCCCUGGCCCGAGGGACCGA. The protein sequence of the target gene is MVRHQPLQYYEPQLCLSCLTGIYGCRWKRYQRSHDDTTPWERLWFLLLTFTFGLTLTWLYFWWEVHNDYDEFNWYLYNRMGYWSDWPVPILVTTAAAFAYIAGLLVLALCHIAVGQQMNLHWLHKIGLVVILASTVVAMSAVAQLWEDEWEVLLISLQGTAPFLHVGAVAAVTMLSWIVAGQFARAERTSSQVTILCTFFTVVFALYLAPLTISSPCIMEKKDLGPKPALIGHRGAPMLAPEHTLMSFRKALEQKLYGLQADITISLDGVPFLMHDTTLRRTTNVEEEFPELARRPASML.... Result: 1 (interaction). (5) The miRNA is hsa-miR-335-5p with sequence UCAAGAGCAAUAACGAAAAAUGU. The protein sequence of the target gene is MGQLIAKLMRIFGSQEHKVIIVGLDNAGKTTILYQFLTNEVVHTCSTIGSNVEEIVLRKTHFLMWDLGGQEALRSTWDTYYSNAEFVILVIDSTDRNRLLTTREELYKMLAHEALQNASVLIFANKQDVKDSMTTAEISQFLTLSAIKDHPWHIQGCCALTGEGLPAGLQWMQAQATAN. Result: 0 (no interaction). (6) The miRNA is hsa-miR-4803 with sequence UAACAUAAUAGUGUGGAUUGA. The protein sequence of the target gene is MEEISAAAVKVVPGPERPSPFSQLVYTSNDSYIVHSGDLRKIHKAASRGQVRKLEKMTKRKKTINLNIQDAQKRTALHWACVNGHEEVVTFLVDRKCQLDVLDGEHRTPLMKALQCHQEACANILIDSGADINLVDVYGNTALHYAVYSEILSVVAKLLSHGAVIEVHNKASLTPLLLSITKRSEQIVEFLLIKNANANAVNKYKCTALMLAVCHGSSEIVGMLLQQNVDVFAADICGVTAEHYAVTCGFHHIHEQIMEYIRKLSKNHQNTNPEGTSAGTPDEAAPLAERTPDTAESLVE.... Result: 0 (no interaction). (7) The miRNA is hsa-miR-4537 with sequence UGAGCCGAGCUGAGCUUAGCUG. The protein sequence of the target gene is MAEAGGAGSPALPPAPPHGSPRTLATAAGSSASCGPATAVAAAGTAEGPGGGGSARIAVKKAQLRSAPRAKKLEKLGVYSACKAEESCKCNGWKNPNPSPTPPRGDLQQIIVSLTESCRSCSHALAAHVSHLENVSEEEMDRLLGIVLDVEYLFTCVHKEEDADTKQVYFYLFKLLRKSILQRGKPVVEGSLEKKPPFEKPSIEQGVNNFVQYKFSHLPSKERQTTIELAKMFLNRINYWHLEAPSQRRLRSPNDDISGYKENYTRWLCYCNVPQFCDSLPRYETTKVFGRTLLRSVFTI.... Result: 0 (no interaction). (8) The miRNA is hsa-miR-6745 with sequence UGGGUGGAAGAAGGUCUGGUU. The protein sequence of the target gene is MEAQSYQEVMKNNGQHLFSSQHRSLTRQSRRRTATNNTLMERFLQDVLRHHPYNYQDNRSAPNEPEAAAAAAAAADPGSPEVVVVLDDSDEKEDDTADSGAERNSEDSGSVEEIDYRPGTSQEHAEVAVRPSVIQKLERGQQQSLELAHKVESGVKKVNSVGVVQATTSGKKLVRPPVICNAPASSLPSGSFERPVAANSVPRLVLAVASDSFPACDTENLETYFDSPDQGPSNPSSQPKTKDPKKKLSINLDKLLAQRNLRAKGASFSPVVRVRELTGSELCSVRAESSELEAGTAGNP.... Result: 0 (no interaction). (9) The miRNA is mmu-miR-539-5p with sequence GGAGAAAUUAUCCUUGGUGUGU. The protein sequence of the target gene is MGLLSQGSPLSWEETQRHADHVRRHGILQFLHIYHAVKDRHKDVLKWGDEVEYMLVSFDHENRKVQLLLNGGDVLETLQEKGERTNPNHPTLWRPEYGSYMIEGTPGQPYGGTMSEFNTVEDNMRKRRKEATSVLGEHQALCTITSFPRLGCPGFTLPEHRPNPEEGGASKSLFFPDEAINKHPRFGTLTRNIRHRRGEKVVINVPIFKDKNTPSPFVETFPEDEEASKASKPDHIYMDAMGFGMGNCCLQVTFQACSISEARYLYDQLATICPIVMALSAASPFYRGYVSDIDCRWGVI.... Result: 0 (no interaction).